This data is from Catalyst prediction with 721,799 reactions and 888 catalyst types from USPTO. The task is: Predict which catalyst facilitates the given reaction. (1) Reactant: [Br:1][C:2]1[CH:7]=[CH:6][C:5](O)=[C:4]([C:9]([CH3:16])([CH3:15])[CH2:10][C:11]([OH:14])([CH3:13])[CH3:12])[CH:3]=1.C1(C)C=CC(S(O)(=O)=O)=CC=1. Product: [Br:1][C:2]1[CH:3]=[C:4]2[C:5](=[CH:6][CH:7]=1)[O:14][C:11]([CH3:13])([CH3:12])[CH2:10][C:9]2([CH3:16])[CH3:15]. The catalyst class is: 48. (2) Reactant: [CH2:1]([C:3]1[S:7][C:6]([NH:8][S:9]([C:12]2[CH:17]=[CH:16][C:15]([NH:18]C(=O)C)=[CH:14][CH:13]=2)(=[O:11])=[O:10])=[N:5][N:4]=1)[CH3:2].C([O-])([O-])=O.[Na+].[Na+]. Product: [NH2:18][C:15]1[CH:16]=[CH:17][C:12]([S:9]([NH:8][C:6]2[S:7][C:3]([CH2:1][CH3:2])=[N:4][N:5]=2)(=[O:11])=[O:10])=[CH:13][CH:14]=1. The catalyst class is: 33. (3) Reactant: [NH2:1][C@H:2]1[CH2:11][CH2:10][C:9]2[C:8]([N:12]3[CH2:17][CH2:16][N:15]([C:18]([O:20][C:21]([CH3:24])([CH3:23])[CH3:22])=[O:19])[CH2:14][CH2:13]3)=[CH:7][CH:6]=[C:5]([O:25][CH3:26])[C:4]=2[CH2:3]1.[Cl:27][C:28]1[CH:29]=[C:30]([S:34](Cl)(=[O:36])=[O:35])[CH:31]=[CH:32][CH:33]=1.CCN(C(C)C)C(C)C.C(=O)([O-])O.[Na+]. Product: [Cl:27][C:28]1[CH:29]=[C:30]([S:34]([NH:1][C@H:2]2[CH2:11][CH2:10][C:9]3[C:8]([N:12]4[CH2:13][CH2:14][N:15]([C:18]([O:20][C:21]([CH3:22])([CH3:23])[CH3:24])=[O:19])[CH2:16][CH2:17]4)=[CH:7][CH:6]=[C:5]([O:25][CH3:26])[C:4]=3[CH2:3]2)(=[O:36])=[O:35])[CH:31]=[CH:32][CH:33]=1. The catalyst class is: 4. (4) Reactant: [Br:1][C:2]1[CH:7]=[CH:6][C:5]([N+:8]([O-:10])=[O:9])=[CH:4][C:3]=1[CH2:11][CH2:12][OH:13].[H-].[Na+].[CH3:16]I. Product: [Br:1][C:2]1[CH:7]=[CH:6][C:5]([N+:8]([O-:10])=[O:9])=[CH:4][C:3]=1[CH2:11][CH2:12][O:13][CH3:16]. The catalyst class is: 1. (5) Reactant: [F:1][C:2]1[CH:60]=[CH:59][C:58]([F:61])=[CH:57][C:3]=1[O:4][CH2:5][CH2:6][CH2:7][O:8][C:9]1[CH:14]=[CH:13][C:12]([CH:15]2[CH2:20][CH2:19][N:18]([C:21]([O:23][CH2:24][C:25]3[CH:30]=[CH:29][CH:28]=[CH:27][CH:26]=3)=[O:22])[CH2:17][CH:16]2[O:31][CH2:32][C:33]2[CH:34]=[CH:35][C:36]3[O:41][CH2:40][C:39](=[O:42])[N:38]([CH2:43][CH2:44]OS(C4C=CC(C)=CC=4)(=O)=O)[C:37]=3[CH:56]=2)=[CH:11][CH:10]=1.[N-:62]=[N+:63]=[N-:64].[Na+]. Product: [N:62]([CH2:44][CH2:43][N:38]1[C:37]2[CH:56]=[C:33]([CH2:32][O:31][CH:16]3[CH:15]([C:12]4[CH:13]=[CH:14][C:9]([O:8][CH2:7][CH2:6][CH2:5][O:4][C:3]5[CH:57]=[C:58]([F:61])[CH:59]=[CH:60][C:2]=5[F:1])=[CH:10][CH:11]=4)[CH2:20][CH2:19][N:18]([C:21]([O:23][CH2:24][C:25]4[CH:26]=[CH:27][CH:28]=[CH:29][CH:30]=4)=[O:22])[CH2:17]3)[CH:34]=[CH:35][C:36]=2[O:41][CH2:40][C:39]1=[O:42])=[N+:63]=[N-:64]. The catalyst class is: 9.